The task is: Predict the reactants needed to synthesize the given product.. This data is from Full USPTO retrosynthesis dataset with 1.9M reactions from patents (1976-2016). (1) Given the product [C:1]([O:5][C:6](=[O:36])[NH:7][C:8]1([C:12]2[CH:17]=[CH:16][C:15]([C:18]3[C:27](=[O:28])[C:26]4[C:21](=[CH:22][C:23]([C:41]5[NH:37][N:38]=[CH:39][CH:40]=5)=[CH:24][CH:25]=4)[O:20][C:19]=3[C:30]3[CH:35]=[CH:34][CH:33]=[CH:32][CH:31]=3)=[CH:14][CH:13]=2)[CH2:11][CH2:10][CH2:9]1)([CH3:4])([CH3:3])[CH3:2], predict the reactants needed to synthesize it. The reactants are: [C:1]([O:5][C:6](=[O:36])[NH:7][C:8]1([C:12]2[CH:17]=[CH:16][C:15]([C:18]3[C:27](=[O:28])[C:26]4[C:21](=[CH:22][C:23](Br)=[CH:24][CH:25]=4)[O:20][C:19]=3[C:30]3[CH:35]=[CH:34][CH:33]=[CH:32][CH:31]=3)=[CH:14][CH:13]=2)[CH2:11][CH2:10][CH2:9]1)([CH3:4])([CH3:3])[CH3:2].[NH:37]1[C:41](B(O)O)=[CH:40][CH:39]=[N:38]1.C(=O)([O-])[O-].[Na+].[Na+].O. (2) Given the product [Br:16][CH2:8][C:5]1[N:4]=[N:3][C:2]([Cl:1])=[CH:7][CH:6]=1, predict the reactants needed to synthesize it. The reactants are: [Cl:1][C:2]1[N:3]=[N:4][C:5]([CH3:8])=[CH:6][CH:7]=1.C1C(=O)N([Br:16])C(=O)C1.